This data is from Catalyst prediction with 721,799 reactions and 888 catalyst types from USPTO. The task is: Predict which catalyst facilitates the given reaction. (1) Reactant: [Cl:1][C:2]1[N:3]=[C:4]([NH:11][C:12]2[CH:16]=[C:15]([C:17]([OH:19])=O)[NH:14][N:13]=2)[C:5]2[O:10][CH:9]=[CH:8][C:6]=2[N:7]=1.CN(C(ON1N=NC2C=CC=NC1=2)=[N+](C)C)C.F[P-](F)(F)(F)(F)F.CCN(C(C)C)C(C)C.[N:53]1[CH:58]=[CH:57][C:56]([NH2:59])=[CH:55][CH:54]=1. Product: [Cl:1][C:2]1[N:3]=[C:4]([NH:11][C:12]2[CH:16]=[C:15]([C:17]([NH:59][C:56]3[CH:57]=[CH:58][N:53]=[CH:54][CH:55]=3)=[O:19])[NH:14][N:13]=2)[C:5]2[O:10][CH:9]=[CH:8][C:6]=2[N:7]=1. The catalyst class is: 18. (2) Reactant: [CH:1]1([CH:5]2[C:14]3[C:9](=[CH:10][CH:11]=[CH:12][CH:13]=3)[N:8]([CH2:15][CH2:16][NH2:17])[CH2:7][CH2:6]2)[CH2:4][CH2:3][CH2:2]1.C=O.[C:20](O)(C(F)(F)F)=O. Product: [CH:1]1([CH:5]2[C:14]3[C:9]4=[C:10]([CH2:20][NH:17][CH2:16][CH2:15][N:8]4[CH2:7][CH2:6]2)[CH:11]=[CH:12][CH:13]=3)[CH2:2][CH2:3][CH2:4]1. The catalyst class is: 14. (3) Reactant: [CH:1]([NH2:14])([C:8]1[CH:13]=[CH:12][CH:11]=[CH:10][CH:9]=1)[C:2]1[CH:7]=[CH:6][CH:5]=[CH:4][CH:3]=1.C(N(CC)CC)C.[Br:22][CH2:23][C:24]1[CH:29]=[CH:28][C:27]([S:30](Cl)(=[O:32])=[O:31])=[CH:26][CH:25]=1.O. Product: [CH:1]([NH:14][S:30]([C:27]1[CH:26]=[CH:25][C:24]([CH2:23][Br:22])=[CH:29][CH:28]=1)(=[O:31])=[O:32])([C:8]1[CH:9]=[CH:10][CH:11]=[CH:12][CH:13]=1)[C:2]1[CH:7]=[CH:6][CH:5]=[CH:4][CH:3]=1. The catalyst class is: 4. (4) Reactant: [CH:1]1([CH:5]([C:7]2[CH:11]=[C:10]([C:12]3[CH:17]=[CH:16][CH:15]=[CH:14][CH:13]=3)[O:9][C:8]=2[CH3:18])O)[CH2:4][CH2:3][CH2:2]1.S(Cl)([Cl:21])=O. Product: [Cl:21][CH:5]([CH:1]1[CH2:4][CH2:3][CH2:2]1)[C:7]1[CH:11]=[C:10]([C:12]2[CH:17]=[CH:16][CH:15]=[CH:14][CH:13]=2)[O:9][C:8]=1[CH3:18]. The catalyst class is: 11. (5) Product: [CH:11]([N:14]([CH2:2][C:3]1[CH:10]=[CH:9][C:6]([C:7]#[N:8])=[CH:5][CH:4]=1)[CH:15]([CH3:17])[CH3:16])([CH3:13])[CH3:12]. Reactant: Br[CH2:2][C:3]1[CH:10]=[CH:9][C:6]([C:7]#[N:8])=[CH:5][CH:4]=1.[CH:11]([NH:14][CH:15]([CH3:17])[CH3:16])([CH3:13])[CH3:12]. The catalyst class is: 11. (6) Reactant: [Cl:1][C:2]1[CH:7]=[CH:6][CH:5]=[C:4]([O:8][CH3:9])[C:3]=1[CH3:10].[Br:11]N1C(=O)CCC1=O. Product: [Cl:1][C:2]1[CH:7]=[CH:6][CH:5]=[C:4]([O:8][CH3:9])[C:3]=1[CH2:10][Br:11]. The catalyst class is: 855. (7) Reactant: [Cl:1][C:2]1[C:3]([C:9]2[N:10]=[C:11]([NH:18][CH2:19][CH:20]3[CH2:25][CH2:24][O:23][CH2:22][CH2:21]3)[C:12]([C:15]([NH2:17])=[O:16])=[N:13][CH:14]=2)=[CH:4][C:5](F)=[N:6][CH:7]=1.[NH2:26][CH:27]1[CH2:32][CH2:31][CH:30]([NH2:33])[CH2:29][CH2:28]1. Product: [NH2:26][C@H:27]1[CH2:32][CH2:31][C@H:30]([NH:33][C:5]2[CH:4]=[C:3]([C:9]3[N:10]=[C:11]([NH:18][CH2:19][CH:20]4[CH2:25][CH2:24][O:23][CH2:22][CH2:21]4)[C:12]([C:15]([NH2:17])=[O:16])=[N:13][CH:14]=3)[C:2]([Cl:1])=[CH:7][N:6]=2)[CH2:29][CH2:28]1. The catalyst class is: 16. (8) Reactant: Cl[C:2]1[CH2:7][CH:6]([CH3:8])[CH2:5][CH2:4][C:3]=1[CH:9]=O.C(=O)([O-])[O-].[K+].[K+].[C:17]([O:21][CH3:22])(=[O:20])[CH2:18][SH:19]. The catalyst class is: 3. Product: [CH3:22][O:21][C:17]([C:18]1[S:19][C:2]2[CH2:7][CH:6]([CH3:8])[CH2:5][CH2:4][C:3]=2[CH:9]=1)=[O:20]. (9) Reactant: CS(C)=O.[H-].[Na+].[I-].[CH3:8][S+](C)C.[F:12][C:13]1[CH:18]=[C:17]([F:19])[CH:16]=[CH:15][C:14]=1[C:20](=[O:22])[CH3:21]. Product: [F:12][C:13]1[CH:18]=[C:17]([F:19])[CH:16]=[CH:15][C:14]=1[C:20]1([CH3:8])[CH2:21][O:22]1. The catalyst class is: 1. (10) Reactant: C(C1C=C(O)C(=O)NN=1)C.C([O:18][C:19]1[CH:20]=[C:21]([N:33]([CH2:35][CH3:36])[CH3:34])[N:22]=[N:23][C:24]=1[O:25]CC1C=CC=CC=1)C1C=CC=CC=1. Product: [CH2:35]([N:33]([CH3:34])[C:21]1[CH:20]=[C:19]([OH:18])[C:24](=[O:25])[NH:23][N:22]=1)[CH3:36]. The catalyst class is: 7.